From a dataset of Forward reaction prediction with 1.9M reactions from USPTO patents (1976-2016). Predict the product of the given reaction. (1) Given the reactants [NH2:1][C:2]1[N:7]=[C:6]([C:8]2[O:9][CH:10]=[CH:11][CH:12]=2)[C:5]([C:13]#[N:14])=[C:4]([S:15]C)[N:3]=1.O.Cl, predict the reaction product. The product is: [NH2:1][C:2]1[NH:3][C:4](=[S:15])[C:5]([C:13]#[N:14])=[C:6]([C:8]2[O:9][CH:10]=[CH:11][CH:12]=2)[N:7]=1. (2) Given the reactants [NH2:1][C@@H:2]1[C@@H:6]([NH2:7])[CH2:5][N:4]([C:8]([O:10][CH2:11][C:12]2[CH:17]=[CH:16][CH:15]=[CH:14][CH:13]=2)=[O:9])[CH2:3]1.C(N(CC)CC)C.[C:25](O[C:25]([O:27][C:28]([CH3:31])([CH3:30])[CH3:29])=[O:26])([O:27][C:28]([CH3:31])([CH3:30])[CH3:29])=[O:26], predict the reaction product. The product is: [NH2:1][C@@H:2]1[C@@H:6]([NH:7][C:25]([O:27][C:28]([CH3:31])([CH3:30])[CH3:29])=[O:26])[CH2:5][N:4]([C:8]([O:10][CH2:11][C:12]2[CH:17]=[CH:16][CH:15]=[CH:14][CH:13]=2)=[O:9])[CH2:3]1. (3) Given the reactants C(O[C:6](=[O:24])[N:7]([CH2:13][C:14]1[CH:19]=[CH:18][C:17]([C:20]([F:23])([F:22])[F:21])=[CH:16][CH:15]=1)[N:8]1[CH:12]=[CH:11][CH:10]=[CH:9]1)(C)(C)C.[CH2:25]([O:27][C:28](=[O:40])[CH:29](C(OCC)=O)[C:30](OCC)=[O:31])[CH3:26], predict the reaction product. The product is: [CH2:25]([O:27][C:28]([C:29]1[C:6](=[O:24])[N:7]([CH2:13][C:14]2[CH:19]=[CH:18][C:17]([C:20]([F:23])([F:22])[F:21])=[CH:16][CH:15]=2)[N:8]2[CH:9]=[CH:10][CH:11]=[C:12]2[C:30]=1[OH:31])=[O:40])[CH3:26]. (4) Given the reactants [C:1]([O:5][C@@H:6]([C:11]1[C:40]([CH3:41])=[C:39]([C:42](C)=[CH2:43])[C:38]2=[N:45][C:35]3=[CH:36][N:37]2[C:12]=1[N:13]1[CH2:50][CH2:49][C:16]([CH3:51])([O:17][CH2:18][CH2:19][CH2:20][CH2:21][C@H:22]([CH3:48])[O:23][C:24]2[CH:25]=[CH:26][C:27]([F:47])=[CH:28][C:29]=2[C:30]2[CH:46]=[C:34]3[CH:33]=[CH:32][CH:31]=2)[CH2:15][CH2:14]1)[C:7]([O:9][CH3:10])=[O:8])([CH3:4])([CH3:3])[CH3:2].I([O-])(=O)(=O)=[O:53].[Na+].CC(=O)OCC, predict the reaction product. The product is: [C:42]([C:39]1[C:38]2=[N:45][C:35]3=[CH:36][N:37]2[C:12]([N:13]2[CH2:14][CH2:15][C:16]([CH3:51])([O:17][CH2:18][CH2:19][CH2:20][CH2:21][C@H:22]([CH3:48])[O:23][C:24]4[CH:25]=[CH:26][C:27]([F:47])=[CH:28][C:29]=4[C:30]4[CH:46]=[C:34]3[CH:33]=[CH:32][CH:31]=4)[CH2:49][CH2:50]2)=[C:11]([C@H:6]([O:5][C:1]([CH3:2])([CH3:4])[CH3:3])[C:7]([O:9][CH3:10])=[O:8])[C:40]=1[CH3:41])(=[O:53])[CH3:43]. (5) Given the reactants [CH3:1][C:2]1[CH:7]=[C:6]([CH3:8])[N:5]2[N:9]=[C:10]([CH:12]=O)[N:11]=[C:4]2[N:3]=1.[CH:14]1([C:19]2([CH2:27][CH2:28][C:29]3[CH:34]=[C:33]([F:35])[C:32]([OH:36])=[C:31]([CH2:37][CH3:38])[CH:30]=3)[O:24][C:23](=[O:25])[CH2:22][C:21](=[O:26])[CH2:20]2)[CH2:18][CH2:17][CH2:16][CH2:15]1, predict the reaction product. The product is: [CH:14]1([C:19]2([CH2:27][CH2:28][C:29]3[CH:34]=[C:33]([F:35])[C:32]([OH:36])=[C:31]([CH2:37][CH3:38])[CH:30]=3)[O:24][C:23](=[O:25])[C:22]([CH2:12][C:10]3[N:11]=[C:4]4[N:3]=[C:2]([CH3:1])[CH:7]=[C:6]([CH3:8])[N:5]4[N:9]=3)=[C:21]([OH:26])[CH2:20]2)[CH2:18][CH2:17][CH2:16][CH2:15]1. (6) The product is: [CH:42]1[C:33]2[C:28](=[CH:29][CH:30]=[CH:31][CH:32]=2)[CH:27]=[CH:26][C:41]=1[CH2:40][C:39]([NH:13][C@@H:14]([CH2:15][C:16]1[CH:21]=[CH:20][CH:19]=[CH:18][CH:17]=1)[C:22]([OH:24])=[O:23])=[O:44].[CH:45]1[C:54]2[C:49](=[CH:50][CH:51]=[CH:52][CH:53]=2)[CH:48]=[CH:47][C:46]=1[CH2:3][C:2]([NH:25][C@H:26]([CH2:27][C:28]1[CH:33]=[CH:32][CH:31]=[CH:30][CH:29]=1)[C:34]([OH:36])=[O:35])=[O:1]. Given the reactants [OH:1][CH:2]1O[C@H](CO)[C@@H](O)[C@H](O)[C@H:3]1N.[NH2:13][C@@H:14]([C:22]([OH:24])=[O:23])[CH2:15][C:16]1[CH:21]=[CH:20][CH:19]=[CH:18][CH:17]=1.[NH2:25][C@H:26]([C:34]([OH:36])=[O:35])[CH2:27][C:28]1[CH:33]=[CH:32][CH:31]=[CH:30][CH:29]=1.ON1[C:42](=O)[CH2:41][CH2:40][C:39]1=[O:44].[CH:45]1[C:54]2[C:49](=[CH:50][CH:51]=[CH:52][CH:53]=2)[CH:48]=[CH:47][C:46]=1OCC(O)=O, predict the reaction product. (7) Given the reactants [CH3:1][O:2][C:3]1[C:4]([C:16]([NH2:18])=O)=[N:5][N:6]([CH2:8][O:9][CH2:10][CH2:11][Si:12]([CH3:15])([CH3:14])[CH3:13])[CH:7]=1.O=P(Cl)(Cl)Cl, predict the reaction product. The product is: [CH3:1][O:2][C:3]1[C:4]([C:16]#[N:18])=[N:5][N:6]([CH2:8][O:9][CH2:10][CH2:11][Si:12]([CH3:14])([CH3:13])[CH3:15])[CH:7]=1. (8) Given the reactants C([N:8](CC1C=CC=CC=1)[C@@H:9]1[CH2:14][CH2:13][N:12]([CH2:15][CH2:16][OH:17])[CH2:11][C@@H:10]1[O:18][CH3:19])C1C=CC=CC=1.[C:35](O[C:35]([O:37][C:38]([CH3:41])([CH3:40])[CH3:39])=[O:36])([O:37][C:38]([CH3:41])([CH3:40])[CH3:39])=[O:36], predict the reaction product. The product is: [OH:17][CH2:16][CH2:15][N:12]1[CH2:13][CH2:14][C@@H:9]([NH:8][C:35](=[O:36])[O:37][C:38]([CH3:39])([CH3:40])[CH3:41])[C@@H:10]([O:18][CH3:19])[CH2:11]1. (9) Given the reactants [CH2:1]([C:8]1[CH:9]=[N:10][C:11]2[C:16]([C:17]=1[C:18]1[CH:19]=[C:20]([NH2:24])[CH:21]=[CH:22][CH:23]=1)=[CH:15][CH:14]=[CH:13][C:12]=2[C:25]([F:28])([F:27])[F:26])[C:2]1[CH:7]=[CH:6][CH:5]=[CH:4][CH:3]=1.[CH:29]([C:31]1[CH:39]=[C:38]2[C:34]([CH:35]=[CH:36][N:37]2[CH3:40])=[CH:33][CH:32]=1)=O, predict the reaction product. The product is: [CH2:1]([C:8]1[CH:9]=[N:10][C:11]2[C:16]([C:17]=1[C:18]1[CH:19]=[C:20]([NH:24][CH2:29][C:31]3[CH:39]=[C:38]4[C:34]([CH:35]=[CH:36][N:37]4[CH3:40])=[CH:33][CH:32]=3)[CH:21]=[CH:22][CH:23]=1)=[CH:15][CH:14]=[CH:13][C:12]=2[C:25]([F:28])([F:26])[F:27])[C:2]1[CH:3]=[CH:4][CH:5]=[CH:6][CH:7]=1. (10) Given the reactants [F:1][C:2]1[CH:3]=[C:4]2[C:9](=[CH:10][C:11]=1[F:12])[N:8]=[C:7]([N:13]1[CH2:20][CH:19]3[CH:15]([CH2:16][NH:17][CH2:18]3)[CH2:14]1)[CH:6]=[N:5]2.[CH3:21][O:22][C:23]1[CH:24]=[CH:25][C:26]([N:32]2[N:36]=[CH:35][CH:34]=[N:33]2)=[C:27]([CH:31]=1)[C:28](O)=[O:29], predict the reaction product. The product is: [F:1][C:2]1[CH:3]=[C:4]2[C:9](=[CH:10][C:11]=1[F:12])[N:8]=[C:7]([N:13]1[CH2:14][CH:15]3[CH2:16][N:17]([C:28]([C:27]4[CH:31]=[C:23]([O:22][CH3:21])[CH:24]=[CH:25][C:26]=4[N:32]4[N:36]=[CH:35][CH:34]=[N:33]4)=[O:29])[CH2:18][CH:19]3[CH2:20]1)[CH:6]=[N:5]2.